From a dataset of Full USPTO retrosynthesis dataset with 1.9M reactions from patents (1976-2016). Predict the reactants needed to synthesize the given product. (1) Given the product [F:78][C:61]([F:60])([S:74]([O-:77])(=[O:75])=[O:76])[CH:62]([O:67][C:68](=[O:73])[C:69]([CH3:71])([CH3:72])[CH3:70])[C:63]([F:64])([F:66])[F:65].[CH2:6]([N+:10]1[C:18]2[C:13]3[C:14](=[CH:19][CH:20]=[CH:21][C:12]=3[C:11]=1[CH:22]=[CH:23][C:24]1[CH2:28][CH2:27][C:26](=[CH:29][CH:30]=[C:31]3[C:39]4[CH:40]=[CH:41][CH:42]=[C:37]5[C:38]=4[C:33](=[CH:34][CH:35]=[CH:36]5)[N:32]3[CH2:43][CH2:44][CH2:45][CH3:46])[C:25]=1[N:47]([C:54]1[CH:55]=[CH:56][CH:57]=[CH:58][CH:59]=1)[C:48]1[CH:53]=[CH:52][CH:51]=[CH:50][CH:49]=1)[CH:15]=[CH:16][CH:17]=2)[CH2:7][CH2:8][CH3:9], predict the reactants needed to synthesize it. The reactants are: Cl([O-])(=O)(=O)=O.[CH2:6]([N+:10]1[C:18]2[C:13]3[C:14](=[CH:19][CH:20]=[CH:21][C:12]=3[C:11]=1[CH:22]=[CH:23][C:24]1[CH2:28][CH2:27][C:26](=[CH:29][CH:30]=[C:31]3[C:39]4[CH:40]=[CH:41][CH:42]=[C:37]5[C:38]=4[C:33](=[CH:34][CH:35]=[CH:36]5)[N:32]3[CH2:43][CH2:44][CH2:45][CH3:46])[C:25]=1[N:47]([C:54]1[CH:59]=[CH:58][CH:57]=[CH:56][CH:55]=1)[C:48]1[CH:53]=[CH:52][CH:51]=[CH:50][CH:49]=1)[CH:15]=[CH:16][CH:17]=2)[CH2:7][CH2:8][CH3:9].[F:60][C:61]([F:78])([S:74]([O-:77])(=[O:76])=[O:75])[CH:62]([O:67][C:68](=[O:73])[C:69]([CH3:72])([CH3:71])[CH3:70])[C:63]([F:66])([F:65])[F:64].[Na+].O. (2) Given the product [NH:1]1[CH:5]=[CH:4][C:3]([C:6]2[CH:11]=[CH:10][N:9]3[C:12]([C:15]([NH:18][C:19]4[CH:20]=[C:21]([C:26]5[N:30]=[C:29]([CH:31]6[CH2:34][N:33]([C:35]([O:37][CH3:38])=[O:36])[CH2:32]6)[O:28][N:27]=5)[CH:22]=[CH:23][C:24]=4[CH3:25])=[O:17])=[CH:13][N:14]=[C:8]3[CH:7]=2)=[N:2]1, predict the reactants needed to synthesize it. The reactants are: [NH:1]1[CH:5]=[CH:4][C:3]([C:6]2[CH:11]=[CH:10][N:9]3[C:12]([C:15]([OH:17])=O)=[CH:13][N:14]=[C:8]3[CH:7]=2)=[N:2]1.[NH2:18][C:19]1[CH:20]=[C:21]([C:26]2[N:30]=[C:29]([CH:31]3[CH2:34][N:33]([C:35]([O:37][CH3:38])=[O:36])[CH2:32]3)[O:28][N:27]=2)[CH:22]=[CH:23][C:24]=1[CH3:25].CCCP(=O)=O. (3) Given the product [Cl:1][C:2]1[CH:7]=[C:6]([F:8])[C:5]([NH:9][C:10]([NH:12][C:13]2[CH:14]=[CH:15][CH:16]=[CH:17][CH:18]=2)=[O:11])=[CH:4][C:3]=1[C:19]1[C:20](=[O:46])[N:21]([CH2:44][CH3:45])[C:22]2[C:27]([CH:28]=1)=[CH:26][N:25]=[C:24]([NH:29][C:30]([C@@H:32]1[CH2:36][CH2:35][CH2:34][NH:33]1)=[O:31])[CH:23]=2, predict the reactants needed to synthesize it. The reactants are: [Cl:1][C:2]1[CH:7]=[C:6]([F:8])[C:5]([NH:9][C:10]([NH:12][C:13]2[CH:18]=[CH:17][CH:16]=[CH:15][CH:14]=2)=[O:11])=[CH:4][C:3]=1[C:19]1[C:20](=[O:46])[N:21]([CH2:44][CH3:45])[C:22]2[C:27]([CH:28]=1)=[CH:26][N:25]=[C:24]([NH:29][C:30]([C@@H:32]1[CH2:36][CH2:35][CH2:34][N:33]1C(OC(C)(C)C)=O)=[O:31])[CH:23]=2.Cl.CO. (4) Given the product [CH3:4][C:3]1[C:24]([C:23]([O:22][CH3:20])=[O:28])=[N+:5]([O-:16])[CH:6]=[CH:7][C:2]=1[F:1], predict the reactants needed to synthesize it. The reactants are: [F:1][C:2]1[CH:7]=[CH:6][N:5]=[C:4](C(OC)=O)[CH:3]=1.OO.NC(N)=[O:16].FC(F)(F)[C:20]([O:22][C:23](=[O:28])[C:24](F)(F)F)=O.Cl. (5) Given the product [Cl:19][C:20]1[CH:25]=[CH:24][C:23]([C:26]([F:28])([F:27])[F:29])=[CH:22][C:21]=1[S:30]([NH:1][C:2]1[CH:7]=[CH:6][CH:5]=[CH:4][C:3]=1[NH:8][S:9]([C:12]1[CH:13]=[CH:14][C:15]([Cl:18])=[CH:16][CH:17]=1)(=[O:11])=[O:10])(=[O:32])=[O:31], predict the reactants needed to synthesize it. The reactants are: [NH2:1][C:2]1[CH:7]=[CH:6][CH:5]=[CH:4][C:3]=1[NH:8][S:9]([C:12]1[CH:17]=[CH:16][C:15]([Cl:18])=[CH:14][CH:13]=1)(=[O:11])=[O:10].[Cl:19][C:20]1[CH:25]=[CH:24][C:23]([C:26]([F:29])([F:28])[F:27])=[CH:22][C:21]=1[S:30](Cl)(=[O:32])=[O:31].